From a dataset of Forward reaction prediction with 1.9M reactions from USPTO patents (1976-2016). Predict the product of the given reaction. (1) Given the reactants I[C:2]1[CH:7]=[CH:6][CH:5]=[CH:4][N:3]=1.C([Mg]Br)C.[N:12]1[C:21]2[C:16](=[CH:17][CH:18]=[CH:19][C:20]=2[C:22]([C:24]2[N:28]([C:29]([C:42]3[CH:47]=[CH:46][CH:45]=[CH:44][CH:43]=3)([C:36]3[CH:41]=[CH:40][CH:39]=[CH:38][CH:37]=3)[C:30]3[CH:35]=[CH:34][CH:33]=[CH:32][CH:31]=3)[CH:27]=[N:26][CH:25]=2)=[O:23])[CH:15]=[CH:14][CH:13]=1, predict the reaction product. The product is: [N:3]1[CH:4]=[CH:5][CH:6]=[CH:7][C:2]=1[C:22]([C:20]1[CH:19]=[CH:18][CH:17]=[C:16]2[C:21]=1[N:12]=[CH:13][CH:14]=[CH:15]2)([C:24]1[N:28]([C:29]([C:36]2[CH:41]=[CH:40][CH:39]=[CH:38][CH:37]=2)([C:42]2[CH:47]=[CH:46][CH:45]=[CH:44][CH:43]=2)[C:30]2[CH:31]=[CH:32][CH:33]=[CH:34][CH:35]=2)[CH:27]=[N:26][CH:25]=1)[OH:23]. (2) Given the reactants [CH3:1][S-:2].[Na+].Br[CH2:5][C:6]1[CH:7]=[C:8]([CH:13]=[C:14]([CH2:16][C:17]2[C:18]([C:28]3[CH:33]=[CH:32][CH:31]=[CH:30][CH:29]=3)=[N:19][N:20]3[CH:25]=[C:24]([O:26][CH3:27])[CH:23]=[CH:22][C:21]=23)[CH:15]=1)[C:9]([O:11][CH3:12])=[O:10].[Cl-].[NH4+], predict the reaction product. The product is: [CH3:27][O:26][C:24]1[CH:23]=[CH:22][C:21]2[N:20]([N:19]=[C:18]([C:28]3[CH:33]=[CH:32][CH:31]=[CH:30][CH:29]=3)[C:17]=2[CH2:16][C:14]2[CH:13]=[C:8]([CH:7]=[C:6]([CH2:5][S:2][CH3:1])[CH:15]=2)[C:9]([O:11][CH3:12])=[O:10])[CH:25]=1. (3) Given the reactants Br[C:2]1[CH:10]=[CH:9][CH:8]=[CH:7][C:3]=1[C:4]([OH:6])=[O:5].[CH2:11]([Mg][Cl:16])[CH2:12][CH2:13][CH3:14].O1C[CH2:20][CH2:19][CH2:18]1.C([Li])CCC.CCCCCC.C([N:40]1[CH2:45][CH2:44][C:43](=O)[CH2:42][CH2:41]1)C1C=CC=CC=1.C(O)(=O)C.[OH-].[Na+].C(=O)([O-])[O-].[K+].[K+].Cl.C(OCC)(=O)C, predict the reaction product. The product is: [ClH:16].[CH2:11]([N:40]1[CH2:45][CH2:44][C:43]2([C:2]3[C:3](=[CH:7][CH:8]=[CH:9][CH:10]=3)[C:4](=[O:5])[O:6]2)[CH2:42][CH2:41]1)[C:12]1[CH:20]=[CH:19][CH:18]=[CH:14][CH:13]=1. (4) The product is: [C:11]([O:15][C:16]([NH:17][NH:18][CH2:7][C:6]1[CH:9]=[C:2]([Br:1])[CH:3]=[CH:4][C:5]=1[OH:10])=[O:19])([CH3:14])([CH3:13])[CH3:12]. Given the reactants [Br:1][C:2]1[CH:3]=[CH:4][C:5]([OH:10])=[C:6]([CH:9]=1)[CH:7]=O.[C:11]([O:15][C:16](=[O:19])[NH:17][NH2:18])([CH3:14])([CH3:13])[CH3:12].C(O)(=O)C.C(O[BH-](OC(=O)C)OC(=O)C)(=O)C.[Na+], predict the reaction product. (5) Given the reactants [CH3:1][C@H:2]1[O:7][C@@H:6]([CH3:8])[CH2:5][NH:4][CH2:3]1.[CH2:9]=O.[N+:11]([C:13]1[CH:20]=[CH:19][C:16]([C:17]#[N:18])=[CH:15][CH:14]=1)#[C-:12].C[Si]([N:25]=[N+:26]=[N-:27])(C)C, predict the reaction product. The product is: [CH3:8][C@H:6]1[O:7][C@@H:2]([CH3:1])[CH2:3][N:4]([CH2:9][C:12]2[N:11]([C:13]3[CH:20]=[CH:19][C:16]([C:17]#[N:18])=[CH:15][CH:14]=3)[N:27]=[N:26][N:25]=2)[CH2:5]1. (6) The product is: [CH2:3]([S:5][C:6]1[S:10][C:9]([N:11]2[C:15]([C:16]3[CH:21]=[CH:20][CH:19]=[CH:18][N:17]=3)=[CH:14][C:13]([C:22]([OH:24])=[O:23])=[N:12]2)=[N:8][N:7]=1)[CH3:4]. Given the reactants [OH-].[Na+].[CH2:3]([S:5][C:6]1[S:10][C:9]([N:11]2[C:15]([C:16]3[CH:21]=[CH:20][CH:19]=[CH:18][N:17]=3)=[CH:14][C:13]([C:22]([O:24]C)=[O:23])=[N:12]2)=[N:8][N:7]=1)[CH3:4].Cl, predict the reaction product. (7) Given the reactants C([O:5][C:6](=[O:46])[C:7]([O:10]/[N:11]=[C:12](/[C:33]1[N:34]=[C:35]([NH:38]C(OC(C)(C)C)=O)[S:36][CH:37]=1)\[C:13]([NH:15][C@H:16]1[C@@H:19]([CH2:20][N:21]2[CH2:26][CH2:25][CH2:24][CH2:23][C:22]2=[O:27])[N:18]([S:28]([OH:31])(=[O:30])=[O:29])[C:17]1=[O:32])=[O:14])([CH3:9])[CH3:8])(C)(C)C.C(O)(C(F)(F)F)=O, predict the reaction product. The product is: [NH2:38][C:35]1[S:36][CH:37]=[C:33](/[C:12](=[N:11]/[O:10][C:7]([CH3:9])([CH3:8])[C:6]([OH:46])=[O:5])/[C:13](=[O:14])[NH:15][C@H:16]2[C@@H:19]([CH2:20][N:21]3[CH2:26][CH2:25][CH2:24][CH2:23][C:22]3=[O:27])[N:18]([S:28]([OH:31])(=[O:29])=[O:30])[C:17]2=[O:32])[N:34]=1. (8) The product is: [F:21][C:16]1[CH:17]=[CH:18][CH:19]=[CH:20][C:15]=1[CH2:14][C:13]1[N:7]2[CH:8]=[CH:9][CH:10]=[CH:11][C:6]2=[C:5]([C:4]([O:3][CH2:1][CH3:2])=[O:23])[N:12]=1. Given the reactants [CH2:1]([O:3][C:4](=[O:23])[CH:5]([NH:12][C:13](=O)[CH2:14][C:15]1[CH:20]=[CH:19][CH:18]=[CH:17][C:16]=1[F:21])[C:6]1[CH:11]=[CH:10][CH:9]=[CH:8][N:7]=1)[CH3:2].P(Cl)(Cl)(Cl)=O, predict the reaction product. (9) Given the reactants [F:1][C:2]1([F:26])[CH2:5][N:4]([C:6](=[O:25])[CH2:7][O:8][CH:9]2[CH2:14][CH2:13][N:12](C(OCC3C=CC=CC=3)=O)[CH2:11][CH2:10]2)[CH2:3]1, predict the reaction product. The product is: [F:26][C:2]1([F:1])[CH2:5][N:4]([C:6](=[O:25])[CH2:7][O:8][CH:9]2[CH2:14][CH2:13][NH:12][CH2:11][CH2:10]2)[CH2:3]1. (10) Given the reactants [CH2:1]([O:3][C:4](=[O:23])[CH2:5][NH:6][C:7]([NH:9][C:10]1[CH:15]=[CH:14][C:13]([N:16]2[CH2:21][CH2:20][C:19](=O)[CH2:18][CH2:17]2)=[CH:12][CH:11]=1)=[O:8])[CH3:2].[NH2:24][CH2:25][C@@H:26]([C:28]1[CH:29]=[CH:30][C:31]([OH:39])=[C:32]([NH:34][S:35]([CH3:38])(=[O:37])=[O:36])[CH:33]=1)[OH:27], predict the reaction product. The product is: [OH:27][C@H:26]([C:28]1[CH:29]=[CH:30][C:31]([OH:39])=[C:32]([NH:34][S:35]([CH3:38])(=[O:37])=[O:36])[CH:33]=1)[CH2:25][NH:24][CH:19]1[CH2:20][CH2:21][N:16]([C:13]2[CH:14]=[CH:15][C:10]([NH:9][C:7]([NH:6][CH2:5][C:4]([O:3][CH2:1][CH3:2])=[O:23])=[O:8])=[CH:11][CH:12]=2)[CH2:17][CH2:18]1.